From a dataset of Catalyst prediction with 721,799 reactions and 888 catalyst types from USPTO. Predict which catalyst facilitates the given reaction. (1) Reactant: [Cl:1][C:2]1[C:6]([C:7]#[N:8])=[C:5]([CH3:9])[NH:4][C:3]=1[C:10]([O:12]CC)=[O:11].[Li+].[OH-].Cl. Product: [Cl:1][C:2]1[C:6]([C:7]#[N:8])=[C:5]([CH3:9])[NH:4][C:3]=1[C:10]([OH:12])=[O:11]. The catalyst class is: 24. (2) Reactant: [F:1][CH:2]([F:11])[O:3][C:4]1[CH:9]=[CH:8][C:7](I)=[CH:6][CH:5]=1.[CH3:12][C:13]1([CH3:29])[C:17]([CH3:19])([CH3:18])[O:16][B:15]([B:15]2[O:16][C:17]([CH3:19])([CH3:18])[C:13]([CH3:29])([CH3:12])[O:14]2)[O:14]1.C(O[K])(C)=O. Product: [F:1][CH:2]([F:11])[O:3][C:4]1[CH:9]=[CH:8][C:7]([B:15]2[O:16][C:17]([CH3:19])([CH3:18])[C:13]([CH3:29])([CH3:12])[O:14]2)=[CH:6][CH:5]=1. The catalyst class is: 117.